From a dataset of Full USPTO retrosynthesis dataset with 1.9M reactions from patents (1976-2016). Predict the reactants needed to synthesize the given product. (1) The reactants are: F[C:2]1[CH:7]=[C:6]([C:8]2[CH:9]=[C:10]([CH:12]=[CH:13][C:14]=2[CH3:15])[NH2:11])[CH:5]=[C:4]([F:16])[N:3]=1.[NH:17]1[CH2:22][CH2:21][O:20][CH2:19][CH2:18]1.C(=O)([O-])[O-].[K+].[K+]. Given the product [F:16][C:4]1[CH:5]=[C:6]([C:8]2[CH:9]=[C:10]([CH:12]=[CH:13][C:14]=2[CH3:15])[NH2:11])[CH:7]=[C:2]([N:17]2[CH2:22][CH2:21][O:20][CH2:19][CH2:18]2)[N:3]=1, predict the reactants needed to synthesize it. (2) Given the product [F:34][C:35]([F:41])([F:40])[S:36]([NH:1][CH2:2][C:3]1[CH:4]=[CH:5][C:6]([CH3:26])=[C:7]([NH:9][C:10]2[C:19]3[CH:18]=[CH:17][NH:16][C:15](=[O:20])[C:14]=3[C:13]3[CH:21]=[C:22]([F:25])[CH:23]=[CH:24][C:12]=3[N:11]=2)[CH:8]=1)(=[O:38])=[O:37], predict the reactants needed to synthesize it. The reactants are: [NH2:1][CH2:2][C:3]1[CH:4]=[CH:5][C:6]([CH3:26])=[C:7]([NH:9][C:10]2[C:19]3[CH:18]=[CH:17][NH:16][C:15](=[O:20])[C:14]=3[C:13]3[CH:21]=[C:22]([F:25])[CH:23]=[CH:24][C:12]=3[N:11]=2)[CH:8]=1.C(N(CC)CC)C.[F:34][C:35]([F:41])([F:40])[S:36](Cl)(=[O:38])=[O:37].